This data is from Full USPTO retrosynthesis dataset with 1.9M reactions from patents (1976-2016). The task is: Predict the reactants needed to synthesize the given product. (1) Given the product [CH2:40]([O:39][C:31]([N:12]1[N:11]=[C:10]([C:14]([O:16][CH2:17][CH3:18])=[O:15])[C:9]([C:7](=[O:8])[C:6]2[CH:19]=[C:20]([O:21][CH3:22])[C:3]([O:2][CH3:1])=[CH:4][C:5]=2[N+:23]([O-:25])=[O:24])=[N:13]1)([CH2:30][CH2:29][CH3:28])[CH2:32][CH2:27][CH3:37])[CH3:41], predict the reactants needed to synthesize it. The reactants are: [CH3:1][O:2][C:3]1[C:20]([O:21][CH3:22])=[CH:19][C:6]([C:7]([C:9]2[NH:13][N:12]=[N:11][C:10]=2[C:14]([O:16][CH2:17][CH3:18])=[O:15])=[O:8])=[C:5]([N+:23]([O-:25])=[O:24])[CH:4]=1.O.[C:27]1([CH3:37])[CH:32]=[CH:31][C:30](S(O)(=O)=O)=[CH:29][CH:28]=1.C(OCC)(OCC)[O:39][CH2:40][CH3:41]. (2) Given the product [CH:35]([NH:38][CH2:22][C:17]1[CH:16]=[C:15]2[C:20]([CH:21]=[C:12]([C:10]3[N:11]=[C:7]([C:4]4[CH:5]=[CH:6][N:1]=[CH:2][CH:3]=4)[S:8][CH:9]=3)[C:13](=[O:24])[NH:14]2)=[CH:19][CH:18]=1)([CH3:37])[CH3:36], predict the reactants needed to synthesize it. The reactants are: [N:1]1[CH:6]=[CH:5][C:4]([C:7]2[S:8][CH:9]=[C:10]([C:12]3[C:13](=[O:24])[NH:14][C:15]4[C:20]([CH:21]=3)=[CH:19][CH:18]=[C:17]([CH:22]=O)[CH:16]=4)[N:11]=2)=[CH:3][CH:2]=1.C(OCC)(OCC)OCC.[CH:35]([NH2:38])([CH3:37])[CH3:36].[BH-](OC(C)=O)(OC(C)=O)OC(C)=O.[Na+]. (3) Given the product [OH:2][C:3]1[CH:8]=[CH:7][CH:6]=[CH:5][C:4]=1[C:9]1[CH:14]=[CH:13][C:12]([B:15]([OH:17])[OH:16])=[CH:11][CH:10]=1, predict the reactants needed to synthesize it. The reactants are: C[O:2][C:3]1[CH:8]=[CH:7][CH:6]=[CH:5][C:4]=1[C:9]1[CH:14]=[CH:13][C:12]([B:15]([OH:17])[OH:16])=[CH:11][CH:10]=1.B(Br)(Br)Br.CO.